From a dataset of Full USPTO retrosynthesis dataset with 1.9M reactions from patents (1976-2016). Predict the reactants needed to synthesize the given product. (1) Given the product [CH2:1]([O:8][CH2:9][C@@H:10]([O:14][C:15]1[C:16]([F:25])=[C:17]([C:18]([F:21])=[CH:19][CH:20]=1)[C:22]([NH2:23])=[O:24])[C:11]([NH:26][C:27]1[C:28]([Cl:34])=[N:29][CH:30]=[C:31]([Cl:33])[CH:32]=1)=[O:12])[C:2]1[CH:7]=[CH:6][CH:5]=[CH:4][CH:3]=1, predict the reactants needed to synthesize it. The reactants are: [CH2:1]([O:8][CH2:9][C@@H:10]([O:14][C:15]1[CH:20]=[CH:19][C:18]([F:21])=[C:17]([C:22](=[O:24])[NH2:23])[C:16]=1[F:25])[C:11](Cl)=[O:12])[C:2]1[CH:7]=[CH:6][CH:5]=[CH:4][CH:3]=1.[NH2:26][C:27]1[C:28]([Cl:34])=[N:29][CH:30]=[C:31]([Cl:33])[CH:32]=1.C(N(CC)CC)C.O. (2) The reactants are: [CH:1]1([C:7]2[CH:24]=[CH:23][C:10]([O:11][C:12]3[C:17]([CH3:18])=[CH:16][C:15]([N+:19]([O-])=O)=[C:14]([CH3:22])[CH:13]=3)=[CH:9][CH:8]=2)[CH2:6][CH2:5][CH2:4][CH2:3][CH2:2]1.O.O.[Sn](Cl)Cl.C([O-])(O)=O.[Na+]. Given the product [CH:1]1([C:7]2[CH:24]=[CH:23][C:10]([O:11][C:12]3[C:17]([CH3:18])=[CH:16][C:15]([NH2:19])=[C:14]([CH3:22])[CH:13]=3)=[CH:9][CH:8]=2)[CH2:2][CH2:3][CH2:4][CH2:5][CH2:6]1, predict the reactants needed to synthesize it. (3) The reactants are: [C:1](N)(=[O:4])[CH:2]=C.[C:6]([O:11]CC[N+](C)(C)C)(=O)[C:7](C)=C.[S:18](OC)(OC)(=[O:20])=[O:19]. Given the product [S:18]([O:11][CH2:6][CH3:7])([O:4][CH2:1][CH3:2])(=[O:20])=[O:19], predict the reactants needed to synthesize it. (4) Given the product [ClH:42].[CH3:29][O:28][C:26]([C:23]1[S:22][C:21]([C:20]2[C:15]([NH:14][CH:10]3[CH2:11][CH2:12][CH2:13][NH:8][CH2:9]3)=[N:16][C:17]([C:30]3[CH:35]=[CH:34][CH:33]=[C:32]([C:36]4[CH:37]=[N:38][N:39]([CH3:41])[CH:40]=4)[CH:31]=3)=[N:18][CH:19]=2)=[N:25][N:24]=1)=[O:27], predict the reactants needed to synthesize it. The reactants are: C(OC([N:8]1[CH2:13][CH2:12][CH2:11][CH:10]([NH:14][C:15]2[C:20]([C:21]3[S:22][C:23]([C:26]([O:28][CH3:29])=[O:27])=[N:24][N:25]=3)=[CH:19][N:18]=[C:17]([C:30]3[CH:35]=[CH:34][CH:33]=[C:32]([C:36]4[CH:37]=[N:38][N:39]([CH3:41])[CH:40]=4)[CH:31]=3)[N:16]=2)[CH2:9]1)=O)(C)(C)C.[ClH:42]. (5) Given the product [ClH:30].[ClH:54].[ClH:30].[Cl:30][C:31]1[CH:36]=[C:35]([C:2]2[CH:3]=[C:4]3[C:9](=[CH:10][CH:11]=2)[N:8]=[CH:7][C:6]([C:12]([CH:14]2[CH2:16][CH2:15]2)=[O:13])=[C:5]3[NH:17][C:18]2[CH:19]=[N:20][C:21]([NH:24][CH2:25][CH2:26][N:27]([CH3:28])[CH3:29])=[CH:22][CH:23]=2)[CH:34]=[C:33]([F:46])[C:32]=1[OH:47], predict the reactants needed to synthesize it. The reactants are: Br[C:2]1[CH:3]=[C:4]2[C:9](=[CH:10][CH:11]=1)[N:8]=[CH:7][C:6]([C:12]([CH:14]1[CH2:16][CH2:15]1)=[O:13])=[C:5]2[NH:17][C:18]1[CH:19]=[N:20][C:21]([NH:24][CH2:25][CH2:26][N:27]([CH3:29])[CH3:28])=[CH:22][CH:23]=1.[Cl:30][C:31]1[CH:36]=[C:35](B2OC(C)(C)C(C)(C)O2)[CH:34]=[C:33]([F:46])[C:32]=1[OH:47].C([O-])([O-])=O.[Cs+].[Cs+].[ClH:54]. (6) Given the product [Cl:1][C:2]1[CH:3]=[CH:4][C:5]([O:15][CH2:16][C:17]([N:19]2[CH2:24][C@H:23]([CH3:25])[N:22]([CH2:26][C:27]3[CH:32]=[CH:31][C:30]([F:33])=[CH:29][CH:28]=3)[CH2:21][C@H:20]2[CH3:34])=[O:18])=[C:6]([CH:8]2[O:14][C:11](=[O:12])[CH2:10][CH2:9]2)[CH:7]=1, predict the reactants needed to synthesize it. The reactants are: [Cl:1][C:2]1[CH:3]=[CH:4][C:5]([O:15][CH2:16][C:17]([N:19]2[CH2:24][C@H:23]([CH3:25])[N:22]([CH2:26][C:27]3[CH:32]=[CH:31][C:30]([F:33])=[CH:29][CH:28]=3)[CH2:21][C@H:20]2[CH3:34])=[O:18])=[C:6]([CH:8]([OH:14])[CH2:9][CH2:10][C:11](O)=[O:12])[CH:7]=1.C1(C)C=CC(S(O)(=O)=O)=CC=1. (7) Given the product [CH3:21][C:22]1[CH:27]=[CH:26][C:25]([S:28]([NH:1][C:2]2[CH:7]=[CH:6][CH:5]=[CH:4][C:3]=2[CH2:8][CH2:9][CH2:10][C:11]2[CH:20]=[CH:19][CH:18]=[CH:17][C:12]=2[C:13]([O:15][CH3:16])=[O:14])(=[O:30])=[O:29])=[CH:24][CH:23]=1, predict the reactants needed to synthesize it. The reactants are: [NH2:1][C:2]1[CH:7]=[CH:6][CH:5]=[CH:4][C:3]=1[CH2:8][CH2:9][CH2:10][C:11]1[CH:20]=[CH:19][CH:18]=[CH:17][C:12]=1[C:13]([O:15][CH3:16])=[O:14].[CH3:21][C:22]1[CH:27]=[CH:26][C:25]([S:28](Cl)(=[O:30])=[O:29])=[CH:24][CH:23]=1.C([O-])(O)=O.[Na+].Cl. (8) Given the product [NH2:1][C:2]1[N:7]=[C:6]([N:8]2[CH2:32][CH2:31][C:11]3([CH2:15][N:14]([C:16]([O:18][CH2:19][C:20]4[CH:25]=[CH:24][CH:23]=[CH:22][CH:21]=4)=[O:17])[C@H:13]([C:26]([O:28][CH2:29][CH3:30])=[O:27])[CH2:12]3)[CH2:10][CH2:9]2)[CH:5]=[C:4]([O:33][C@H:34]([C:39]2[CH:44]=[CH:43][C:42]([Cl:45])=[CH:41][C:40]=2[C:61]2[CH:66]=[CH:65][CH:64]=[C:63]([S:67](=[O:69])(=[O:68])[NH2:70])[CH:62]=2)[C:35]([F:38])([F:37])[F:36])[N:3]=1, predict the reactants needed to synthesize it. The reactants are: [NH2:1][C:2]1[N:7]=[C:6]([N:8]2[CH2:32][CH2:31][C:11]3([CH2:15][N:14]([C:16]([O:18][CH2:19][C:20]4[CH:25]=[CH:24][CH:23]=[CH:22][CH:21]=4)=[O:17])[C@H:13]([C:26]([O:28][CH2:29][CH3:30])=[O:27])[CH2:12]3)[CH2:10][CH2:9]2)[CH:5]=[C:4]([O:33][C@H:34]([C:39]2[CH:44]=[CH:43][C:42]([Cl:45])=[CH:41][C:40]=2Br)[C:35]([F:38])([F:37])[F:36])[N:3]=1.O1CCOCC1.CC1(C)C(C)(C)OB([C:61]2[CH:62]=[C:63]([S:67]([NH2:70])(=[O:69])=[O:68])[CH:64]=[CH:65][CH:66]=2)O1. (9) Given the product [N:14]([C@H:1]1[C@H:5]([OH:6])[CH2:4][N:3]([C:7]([O:9][C:10]([CH3:13])([CH3:12])[CH3:11])=[O:8])[CH2:2]1)=[N+:15]=[N-:16], predict the reactants needed to synthesize it. The reactants are: [CH:1]12[O:6][CH:5]1[CH2:4][N:3]([C:7]([O:9][C:10]([CH3:13])([CH3:12])[CH3:11])=[O:8])[CH2:2]2.[N-:14]=[N+:15]=[N-:16].[Na+].[NH4+].[Cl-].[OH-].[Na+]. (10) Given the product [Cl:1][C:2]1[CH:3]=[C:4]([C:5](=[O:7])[CH3:15])[CH:8]=[C:9]([O:13][CH3:14])[C:10]=1[O:11][CH3:12], predict the reactants needed to synthesize it. The reactants are: [Cl:1][C:2]1[CH:3]=[C:4]([CH:8]=[C:9]([O:13][CH3:14])[C:10]=1[O:11][CH3:12])[C:5]([OH:7])=O.[C:15](N)(=O)C1C=CC=CC=1.